From a dataset of Catalyst prediction with 721,799 reactions and 888 catalyst types from USPTO. Predict which catalyst facilitates the given reaction. (1) Reactant: ClC1C=CC=C(C(OO)=[O:9])C=1.[NH:12]1[C:16]2=[N:17][CH:18]=[CH:19][CH:20]=[C:15]2[CH:14]=[CH:13]1.CO. Product: [NH:12]1[C:16]2=[N+:17]([O-:9])[CH:18]=[CH:19][CH:20]=[C:15]2[CH:14]=[CH:13]1. The catalyst class is: 4. (2) Reactant: [C:1]([O:5][C:6]([N:8]1[CH2:11][C:10]([CH3:34])([C:12]([C:14]2[CH:15]=[C:16]3[C:25](=[CH:26][C:27]=2[C:28]([F:31])([F:30])[F:29])[O:24][CH2:23][C:22]2[N:17]3[C@H:18]([CH3:33])[C:19](=[O:32])[NH:20][N:21]=2)=[CH2:13])[CH2:9]1)=[O:7])([CH3:4])([CH3:3])[CH3:2]. Product: [C:1]([O:5][C:6]([N:8]1[CH2:11][C:10]([CH3:34])([CH:12]([C:14]2[CH:15]=[C:16]3[C:25](=[CH:26][C:27]=2[C:28]([F:30])([F:29])[F:31])[O:24][CH2:23][C:22]2[N:17]3[C@H:18]([CH3:33])[C:19](=[O:32])[NH:20][N:21]=2)[CH3:13])[CH2:9]1)=[O:7])([CH3:2])([CH3:3])[CH3:4]. The catalyst class is: 19. (3) Reactant: [Br:1][CH2:2][C:3]1[CH:11]=[CH:10][C:6]([C:7]([OH:9])=[O:8])=[CH:5][C:4]=1[N+:12]([O-:14])=[O:13].[CH2:15](O)[C:16]1[CH:21]=[CH:20][CH:19]=[CH:18][CH:17]=1.C1CCC(N=C=NC2CCCCC2)CC1. Product: [CH2:15]([O:8][C:7](=[O:9])[C:6]1[CH:10]=[CH:11][C:3]([CH2:2][Br:1])=[C:4]([N+:12]([O-:14])=[O:13])[CH:5]=1)[C:16]1[CH:21]=[CH:20][CH:19]=[CH:18][CH:17]=1. The catalyst class is: 119. (4) Reactant: [CH3:1][C:2]1[CH:22]=[CH:21][CH:20]=[C:19]([CH3:23])[C:3]=1[CH2:4][N:5]1[C:13]2[C:8](=[CH:9][CH:10]=[C:11]([CH2:14][C:15]([OH:17])=[O:16])[CH:12]=2)[C:7]([CH3:18])=[CH:6]1.[OH-].[K+:25]. Product: [CH3:1][C:2]1[CH:22]=[CH:21][CH:20]=[C:19]([CH3:23])[C:3]=1[CH2:4][N:5]1[C:13]2[C:8](=[CH:9][CH:10]=[C:11]([CH2:14][C:15]([O-:17])=[O:16])[CH:12]=2)[C:7]([CH3:18])=[CH:6]1.[K+:25]. The catalyst class is: 8. (5) Reactant: [N:1]1[CH:6]=[CH:5][CH:4]=[CH:3][C:2]=1[CH2:7][C:8]([O:10][CH2:11][CH3:12])=[O:9].[H-].[Na+].Br[CH2:16][C:17]([C:19]1[CH:24]=[CH:23][C:22]([O:25][CH2:26][CH2:27][CH2:28][Cl:29])=[CH:21][CH:20]=1)=[O:18].O. Product: [CH2:11]([O:10][C:8](=[O:9])[CH:7]([C:2]1[CH:3]=[CH:4][CH:5]=[CH:6][N:1]=1)[CH2:16][C:17]([C:19]1[CH:24]=[CH:23][C:22]([O:25][CH2:26][CH2:27][CH2:28][Cl:29])=[CH:21][CH:20]=1)=[O:18])[CH3:12]. The catalyst class is: 9. (6) Reactant: C[O:2][C:3](=O)[CH2:4][C:5]1[CH:9]=[C:8]([CH3:10])[O:7][N:6]=1.O.[NH2:13][NH2:14]. Product: [CH3:10][C:8]1[O:7][N:6]=[C:5]([CH2:4][C:3]([NH:13][NH2:14])=[O:2])[CH:9]=1. The catalyst class is: 51.